Task: Regression/Classification. Given a drug SMILES string, predict its absorption, distribution, metabolism, or excretion properties. Task type varies by dataset: regression for continuous measurements (e.g., permeability, clearance, half-life) or binary classification for categorical outcomes (e.g., BBB penetration, CYP inhibition). Dataset: cyp2d6_veith.. Dataset: CYP2D6 inhibition data for predicting drug metabolism from PubChem BioAssay (1) The compound is CN(C)C(=O)c1ccc(-c2nc(NC3CCNCC3)c3ccccc3n2)cc1. The result is 0 (non-inhibitor). (2) The molecule is COc1ccc(Oc2ncc3nc(CCc4ccccc4)c(=O)n(CCC#N)c3n2)cc1. The result is 0 (non-inhibitor).